From a dataset of Forward reaction prediction with 1.9M reactions from USPTO patents (1976-2016). Predict the product of the given reaction. (1) Given the reactants [N:1]1([C:6]2[CH:14]=[CH:13][C:9]([C:10](O)=[O:11])=[CH:8][CH:7]=2)[CH:5]=[N:4][CH:3]=[N:2]1.S(Cl)([Cl:17])=O, predict the reaction product. The product is: [N:1]1([C:6]2[CH:14]=[CH:13][C:9]([C:10]([Cl:17])=[O:11])=[CH:8][CH:7]=2)[CH:5]=[N:4][CH:3]=[N:2]1. (2) Given the reactants [CH3:1][N:2]([C:10]1[CH:15]=[CH:14][CH:13]=[C:12]([C:16]2[S:17][C:18]3[CH:26]=[CH:25][CH:24]=[CH:23][C:19]=3[C:20](=[O:22])[N:21]=2)[N:11]=1)C(=O)OC(C)(C)C.FC(F)(F)C(O)=O, predict the reaction product. The product is: [CH3:1][NH:2][C:10]1[N:11]=[C:12]([C:16]2[S:17][C:18]3[CH:26]=[CH:25][CH:24]=[CH:23][C:19]=3[C:20](=[O:22])[N:21]=2)[CH:13]=[CH:14][CH:15]=1. (3) Given the reactants [Br:1][C:2]1[CH:7]=[CH:6][C:5]([CH2:8][CH2:9][CH2:10][C:11]([NH:13][C:14]2[CH:19]=[CH:18][C:17]([S:20]([CH2:23][CH3:24])(=[O:22])=[O:21])=[C:16]([C:25]#[N:26])[CH:15]=2)=[O:12])=[C:4](C)[CH:3]=1.N[C:29]1C=CC(S(C(C)C)(=O)=O)=C(C=1)C#N.BrC1C=CC(CCCC(Cl)=O)=CC=1, predict the reaction product. The product is: [Br:1][C:2]1[CH:7]=[CH:6][C:5]([CH2:8][CH2:9][CH2:10][C:11]([NH:13][C:14]2[CH:19]=[CH:18][C:17]([S:20]([CH:23]([CH3:24])[CH3:29])(=[O:22])=[O:21])=[C:16]([C:25]#[N:26])[CH:15]=2)=[O:12])=[CH:4][CH:3]=1. (4) Given the reactants [C:1]1([C:22]2[CH:27]=[CH:26][CH:25]=[CH:24][CH:23]=2)[CH:6]=[CH:5][CH:4]=[CH:3][C:2]=1[NH:7][C:8]([O:10][CH:11]1[CH2:16][CH2:15][N:14]([CH2:17][CH2:18][C:19]([OH:21])=O)[CH2:13][CH2:12]1)=[O:9].CN(C(ON1N=NC2C=CC=NC1=2)=[N+](C)C)C.F[P-](F)(F)(F)(F)F.[NH2:52][CH2:53][CH2:54][CH2:55][CH2:56][CH2:57][OH:58].CCN(C(C)C)C(C)C, predict the reaction product. The product is: [O:58]=[CH:57][CH2:56][CH2:55][CH2:54][CH2:53][NH:52][C:19]([CH2:18][CH2:17][N:14]1[CH2:13][CH2:12][CH:11]([O:10][C:8](=[O:9])[NH:7][C:2]2[CH:3]=[CH:4][CH:5]=[CH:6][C:1]=2[C:22]2[CH:23]=[CH:24][CH:25]=[CH:26][CH:27]=2)[CH2:16][CH2:15]1)=[O:21]. (5) Given the reactants C(=O)([O-])O.[Na+].[S:6]=[C:7]1[NH:12][C:11]2[NH:13][CH:14]=[CH:15][C:10]=2[C:9](=[O:16])[N:8]1[C:17]1[CH:22]=[CH:21][C:20]([O:23][CH2:24][C:25]([F:28])([F:27])[F:26])=[CH:19][CH:18]=1.I[CH:30]([CH3:32])[CH3:31], predict the reaction product. The product is: [CH3:31][CH:30]([S:6][C:7]1[N:8]([C:17]2[CH:18]=[CH:19][C:20]([O:23][CH2:24][C:25]([F:28])([F:27])[F:26])=[CH:21][CH:22]=2)[C:9](=[O:16])[C:10]2[CH:15]=[CH:14][NH:13][C:11]=2[N:12]=1)[CH3:32]. (6) Given the reactants C([Si](C)(C)[O:6][C:7]1[CH:14]=[C:13]([Cl:15])[C:10]([CH:11]=[O:12])=[C:9]([Cl:16])[CH:8]=1)(C)(C)C.C([Li])(CC)C.CN(C=O)C.Cl, predict the reaction product. The product is: [Cl:15][C:13]1[CH:14]=[C:7]([OH:6])[CH:8]=[C:9]([Cl:16])[C:10]=1[CH:11]=[O:12]. (7) Given the reactants O[CH2:2][C:3]1[CH:8]=[CH:7][C:6]([N:9]2[CH:18]=[C:17]([C:19]3[CH:24]=[CH:23][C:22]([C:25]([F:28])([F:27])[F:26])=[CH:21][CH:20]=3)[C:16]3[C:11](=[CH:12][CH:13]=[C:14]([O:29]C)[CH:15]=3)[C:10]2=[O:31])=[CH:5][C:4]=1[O:32]C.B(Br)(Br)[Br:35], predict the reaction product. The product is: [Br:35][CH2:2][C:3]1[CH:8]=[CH:7][C:6]([N:9]2[CH:18]=[C:17]([C:19]3[CH:20]=[CH:21][C:22]([C:25]([F:28])([F:27])[F:26])=[CH:23][CH:24]=3)[C:16]3[C:11](=[CH:12][CH:13]=[C:14]([OH:29])[CH:15]=3)[C:10]2=[O:31])=[CH:5][C:4]=1[OH:32]. (8) Given the reactants [NH2:1][CH2:2][CH:3]1[CH2:8][CH2:7][N:6]([S:9]([C:12]2[C:21]3[C:16](=[CH:17][CH:18]=[CH:19][CH:20]=3)[CH:15]=[CH:14][CH:13]=2)(=[O:11])=[O:10])[CH2:5][CH2:4]1.C(N(CC)CC)C.[CH:29]1([C:35](Cl)=[O:36])[CH2:34][CH2:33][CH2:32][CH2:31][CH2:30]1, predict the reaction product. The product is: [CH:29]1([C:35]([NH:1][CH2:2][CH:3]2[CH2:8][CH2:7][N:6]([S:9]([C:12]3[C:21]4[C:16](=[CH:17][CH:18]=[CH:19][CH:20]=4)[CH:15]=[CH:14][CH:13]=3)(=[O:11])=[O:10])[CH2:5][CH2:4]2)=[O:36])[CH2:34][CH2:33][CH2:32][CH2:31][CH2:30]1. (9) Given the reactants [CH2:1]([N:3]1[CH2:7][CH2:6][N:5]([C:8]2[CH:13]=[CH:12][N:11]=[C:10]([C:14]#[N:15])[CH:9]=2)[C:4]1=[O:16])[CH3:2].[C:17](OC)(=[O:25])[C:18]1[C:19](=[CH:21][CH:22]=[CH:23][CH:24]=1)[SH:20].C(N(CC)CC)C, predict the reaction product. The product is: [CH2:1]([N:3]1[CH2:7][CH2:6][N:5]([C:8]2[CH:13]=[CH:12][N:11]=[C:10]([C:14]3[S:20][C:19]4[CH:21]=[CH:22][CH:23]=[CH:24][C:18]=4[C:17](=[O:25])[N:15]=3)[CH:9]=2)[C:4]1=[O:16])[CH3:2].